This data is from Forward reaction prediction with 1.9M reactions from USPTO patents (1976-2016). The task is: Predict the product of the given reaction. (1) Given the reactants O[C@H:2]([C:4]1[CH:13]=[CH:12][C:7]([C:8]([O:10][CH3:11])=[O:9])=[CH:6][CH:5]=1)[CH3:3].C1C=CC(P([N:28]=[N+:29]=[N-:30])(C2C=CC=CC=2)=O)=CC=1.C1CCN2C(=NCCC2)CC1, predict the reaction product. The product is: [N:28]([C@@H:2]([C:4]1[CH:13]=[CH:12][C:7]([C:8]([O:10][CH3:11])=[O:9])=[CH:6][CH:5]=1)[CH3:3])=[N+:29]=[N-:30]. (2) Given the reactants [Si:1]([O:8][C@@H:9]1[CH2:14][CH2:13][CH2:12][N:11]([C:15]2[CH:20]=[CH:19][N:18]=[CH:17][C:16]=2[N+:21]([O-])=O)[CH2:10]1)([C:4]([CH3:7])([CH3:6])[CH3:5])([CH3:3])[CH3:2], predict the reaction product. The product is: [C:4]([C:17]1[C:16]([NH2:21])=[C:15]([N:11]2[CH2:12][CH2:13][CH2:14][C@H:9]([O:8][Si:1]([C:4]([CH3:7])([CH3:6])[CH3:5])([CH3:3])[CH3:2])[CH2:10]2)[CH:20]=[CH:19][N:18]=1)([CH3:7])([CH3:6])[CH3:5]. (3) Given the reactants [F:1][C:2]([F:21])([F:20])[C:3]1[CH:8]=[CH:7][CH:6]=[CH:5][C:4]=1[C:9]1[C:14]2[CH2:15][CH:16]([CH2:18][NH2:19])[O:17][C:13]=2[CH:12]=[CH:11][CH:10]=1.C(N(C(C)C)CC)(C)C.Cl[C:32]([O:34][CH2:35][C:36]1[CH:41]=[CH:40][CH:39]=[CH:38][CH:37]=1)=[O:33].C(OC(=O)NCC1CC2C=CC=C(C3CCCC3)C=2O1)C1C=CC=CC=1, predict the reaction product. The product is: [CH2:35]([O:34][C:32](=[O:33])[NH:19][CH2:18][CH:16]1[CH2:15][C:14]2[C:9]([C:4]3[CH:5]=[CH:6][CH:7]=[CH:8][C:3]=3[C:2]([F:20])([F:1])[F:21])=[CH:10][CH:11]=[CH:12][C:13]=2[O:17]1)[C:36]1[CH:41]=[CH:40][CH:39]=[CH:38][CH:37]=1.